This data is from Full USPTO retrosynthesis dataset with 1.9M reactions from patents (1976-2016). The task is: Predict the reactants needed to synthesize the given product. (1) Given the product [CH:21]([C:17]1[CH:18]=[CH:19][CH:20]=[C:15]([C:1]2[C:10]3[C:5](=[CH:6][CH:7]=[CH:8][CH:9]=3)[CH:4]=[CH:3][CH:2]=2)[N:16]=1)=[O:22], predict the reactants needed to synthesize it. The reactants are: [C:1]1(B(O)O)[C:10]2[C:5](=[CH:6][CH:7]=[CH:8][CH:9]=2)[CH:4]=[CH:3][CH:2]=1.Br[C:15]1[CH:20]=[CH:19][CH:18]=[C:17]([CH:21]=[O:22])[N:16]=1. (2) Given the product [NH3:11].[O:1]1[CH:5]2[O:6][CH2:7][CH2:8][CH:4]2[CH:3]([O:9][C:10](=[O:44])[NH:11][CH:12]([CH2:37][C:38]2[CH:39]=[CH:40][CH:41]=[CH:42][CH:43]=2)[CH:13]([OH:36])[CH2:14][N:15]([S:16]([C:19]2[CH:31]=[CH:30][C:22]3[N:23]=[C:24]([NH:57][CH:54]4[CH2:55][CH2:56][N:51]([CH:46]5[CH2:50][CH2:49][CH2:48][CH2:47]5)[CH2:52][CH2:53]4)[S:25][C:21]=3[CH:20]=2)(=[O:18])=[O:17])[CH2:32][CH:33]([CH3:34])[CH3:35])[CH2:2]1, predict the reactants needed to synthesize it. The reactants are: [O:1]1[CH:5]2[O:6][CH2:7][CH2:8][CH:4]2[CH:3]([O:9][C:10](=[O:44])[NH:11][CH:12]([CH2:37][C:38]2[CH:43]=[CH:42][CH:41]=[CH:40][CH:39]=2)[CH:13]([OH:36])[CH2:14][N:15]([CH2:32][CH:33]([CH3:35])[CH3:34])[S:16]([C:19]2[CH:31]=[CH:30][C:22]3[N:23]=[C:24](S(C)(=O)=O)[S:25][C:21]=3[CH:20]=2)(=[O:18])=[O:17])[CH2:2]1.[Cl-].[CH:46]1([N:51]2[CH2:56][CH2:55][CH:54]([NH3+:57])[CH2:53][CH2:52]2)[CH2:50][CH2:49][CH2:48][CH2:47]1.C(N(CC)CC)C.C([O-])([O-])=O.[Na+].[Na+].